This data is from Forward reaction prediction with 1.9M reactions from USPTO patents (1976-2016). The task is: Predict the product of the given reaction. (1) Given the reactants [C:1]([N:8]1[CH2:13][CH2:12][C:11]([CH2:21][NH2:22])([C:14]2[CH:19]=[CH:18][C:17]([Cl:20])=[CH:16][CH:15]=2)[CH2:10][CH2:9]1)([O:3][C:4]([CH3:7])([CH3:6])[CH3:5])=[O:2].[C:23]([C:25]1[C:26]([O:38][CH3:39])=[C:27]([C:35](O)=[O:36])[C:28]2[C:33]([CH:34]=1)=[CH:32][CH:31]=[CH:30][CH:29]=2)#[N:24].C1C=[C:44]2[N:46]=NN(O)C2=CC=1.O.CN1CCOCC1, predict the reaction product. The product is: [ClH:20].[CH3:13][N:8]([CH3:1])[CH2:9][CH2:10][CH2:11][N:46]=[C:44]=[N:24][CH2:23][CH3:25].[C:1]([N:8]1[CH2:9][CH2:10][C:11]([C:14]2[CH:15]=[CH:16][C:17]([Cl:20])=[CH:18][CH:19]=2)([CH2:21][NH:22][C:35]([C:27]2[C:28]3[C:33](=[CH:32][CH:31]=[CH:30][CH:29]=3)[CH:34]=[C:25]([C:23]#[N:24])[C:26]=2[O:38][CH3:39])=[O:36])[CH2:12][CH2:13]1)([O:3][C:4]([CH3:7])([CH3:6])[CH3:5])=[O:2]. (2) Given the reactants [Cl:1][C:2]1[C:7]([Cl:8])=[CH:6][C:5]([NH2:9])=[C:4]([NH2:10])[CH:3]=1.C([O:15][C:16](=O)[CH2:17][C:18]([C:20]1[CH:25]=[CH:24][CH:23]=[C:22]([C:26]2[CH:31]=[CH:30][N:29]=[C:28]([CH3:32])[N:27]=2)[CH:21]=1)=O)(C)(C)C, predict the reaction product. The product is: [Cl:1][C:2]1[C:7]([Cl:8])=[CH:6][C:5]2[NH:9][C:16](=[O:15])[CH2:17][C:18]([C:20]3[CH:25]=[CH:24][CH:23]=[C:22]([C:26]4[CH:31]=[CH:30][N:29]=[C:28]([CH3:32])[N:27]=4)[CH:21]=3)=[N:10][C:4]=2[CH:3]=1. (3) The product is: [NH2:1][C:2]1[C:7]([NH2:8])=[CH:6][C:5]([Br:11])=[CH:4][N:3]=1. Given the reactants [NH2:1][C:2]1[C:7]([N+:8]([O-])=O)=[CH:6][C:5]([Br:11])=[CH:4][N:3]=1.Cl.[OH-].[Na+], predict the reaction product.